This data is from Catalyst prediction with 721,799 reactions and 888 catalyst types from USPTO. The task is: Predict which catalyst facilitates the given reaction. (1) Reactant: [CH3:1][O:2][C:3]([C:5]1[CH:20]=[CH:19][C:8]2[N:9]([CH2:14][CH2:15][CH:16]([CH3:18])[CH3:17])[C:10]([CH2:12]O)=[N:11][C:7]=2[CH:6]=1)=[O:4].S(Cl)([Cl:23])=O. Product: [CH3:1][O:2][C:3]([C:5]1[CH:20]=[CH:19][C:8]2[N:9]([CH2:14][CH2:15][CH:16]([CH3:18])[CH3:17])[C:10]([CH2:12][Cl:23])=[N:11][C:7]=2[CH:6]=1)=[O:4]. The catalyst class is: 2. (2) Reactant: C([O:3][C:4](=[O:19])[C:5]([NH:7][C:8]1[S:9][CH:10]=[C:11]([CH2:13][C:14]([O:16][CH2:17][CH3:18])=[O:15])[N:12]=1)=[O:6])C.[OH-].[Li+]. Product: [CH2:17]([O:16][C:14]([CH2:13][C:11]1[N:12]=[C:8]([NH:7][C:5](=[O:6])[C:4]([OH:19])=[O:3])[S:9][CH:10]=1)=[O:15])[CH3:18]. The catalyst class is: 1. (3) Reactant: C(=O)([O-])[O-].[Cs+].[Cs+].C1(C2C3C(=CC=CC=3)C=CC=2)C2C(=CC=CC=2)C=CC=1P(C(C)(C)C)C(C)(C)C.[CH2:36]([OH:43])[C:37]1[CH:42]=[CH:41][CH:40]=[CH:39][CH:38]=1.[C:44]([C:48]1[N:53]=[N:52][C:51]([O:54][CH3:55])=[C:50](I)[CH:49]=1)([CH3:47])([CH3:46])[CH3:45]. Product: [CH2:36]([O:43][C:50]1[CH:49]=[C:48]([C:44]([CH3:45])([CH3:47])[CH3:46])[N:53]=[N:52][C:51]=1[O:54][CH3:55])[C:37]1[CH:42]=[CH:41][CH:40]=[CH:39][CH:38]=1. The catalyst class is: 164. (4) Reactant: Cl[C:2]1[CH:11]=[CH:10][C:5]([C:6]([O:8][CH3:9])=[O:7])=[CH:4][N:3]=1.[CH2:12]([N:19]1[CH2:23][CH2:22][C@@H:21]([NH2:24])[CH2:20]1)[C:13]1[CH:18]=[CH:17][CH:16]=[CH:15][CH:14]=1.C([O-])([O-])=O.[K+].[K+].CCOC(C)=O. Product: [CH2:12]([N:19]1[CH2:23][CH2:22][C@@H:21]([NH:24][C:2]2[CH:11]=[CH:10][C:5]([C:6]([O:8][CH3:9])=[O:7])=[CH:4][N:3]=2)[CH2:20]1)[C:13]1[CH:14]=[CH:15][CH:16]=[CH:17][CH:18]=1. The catalyst class is: 18. (5) Reactant: [NH2:1][C@H:2]([CH2:19][C:20]1[CH:25]=[C:24]([F:26])[C:23]([F:27])=[CH:22][C:21]=1[F:28])[CH2:3][C:4]([N:6]1[CH2:11][CH2:10][N:9]2[C:12]([C:15]([F:18])([F:17])[F:16])=[N:13][N:14]=[C:8]2[CH2:7]1)=[O:5].C([OH:32])(C)C.[P:33](=[O:37])([OH:36])([OH:35])[OH:34]. Product: [CH2:11]1[N:6]([C:4]([CH2:3][C@H:2]([NH2:1])[CH2:19][C:20]2[C:21]([F:28])=[CH:22][C:23]([F:27])=[C:24]([F:26])[CH:25]=2)=[O:5])[CH2:7][C:8]2=[N:14][N:13]=[C:12]([C:15]([F:16])([F:18])[F:17])[N:9]2[CH2:10]1.[OH2:32].[OH:35][P:33]([OH:37])([OH:36])=[O:34]. The catalyst class is: 6. (6) Reactant: [CH2:1]([N:3]1[CH2:8][CH2:7][N:6]([C:9]2[N:10]=[C:11]([C:18]3[CH:23]=[CH:22][C:21]([CH2:24][CH2:25][C:26](=[O:28])[CH3:27])=[CH:20][CH:19]=3)[CH:12]=[C:13]3[CH:17]=[CH:16][S:15][C:14]=23)[CH2:5][CH2:4]1)[CH3:2].[CH3:29][Mg]Br.CCOCC.[Cl-:37].[NH4+].C(OCC)(=O)C. Product: [ClH:37].[ClH:37].[CH2:1]([N:3]1[CH2:8][CH2:7][N:6]([C:9]2[N:10]=[C:11]([C:18]3[CH:23]=[CH:22][C:21]([CH2:24][CH2:25][C:26]([OH:28])([CH3:29])[CH3:27])=[CH:20][CH:19]=3)[CH:12]=[C:13]3[CH:17]=[CH:16][S:15][C:14]=23)[CH2:5][CH2:4]1)[CH3:2]. The catalyst class is: 7. (7) Reactant: [F:1][C:2]1[C:7]([F:8])=[CH:6][C:5]([C:9]2[CH:14]=[CH:13][C:12]([O:15][CH2:16][C:17]3[CH:25]=[CH:24][CH:23]=[C:22]4[C:18]=3[CH:19]=[N:20][N:21]4C3CCCCO3)=[CH:11][CH:10]=2)=[C:4]([O:32][CH3:33])[CH:3]=1.Cl.CCOC(C)=O.O. Product: [F:1][C:2]1[C:7]([F:8])=[CH:6][C:5]([C:9]2[CH:10]=[CH:11][C:12]([O:15][CH2:16][C:17]3[CH:25]=[CH:24][CH:23]=[C:22]4[C:18]=3[CH:19]=[N:20][NH:21]4)=[CH:13][CH:14]=2)=[C:4]([O:32][CH3:33])[CH:3]=1. The catalyst class is: 5. (8) The catalyst class is: 7. Reactant: N1C=CN=C1.[NH2:6][C:7]1[CH:12]=[CH:11][C:10]([CH2:13][CH2:14][CH2:15][OH:16])=[CH:9][CH:8]=1.[C:17]([Si:21](Cl)([CH3:23])[CH3:22])([CH3:20])([CH3:19])[CH3:18]. Product: [Si:21]([O:16][CH2:15][CH2:14][CH2:13][C:10]1[CH:9]=[CH:8][C:7]([NH2:6])=[CH:12][CH:11]=1)([C:17]([CH3:20])([CH3:19])[CH3:18])([CH3:23])[CH3:22]. (9) Reactant: [CH3:1][CH:2]1[CH2:6][CH2:5][CH2:4][N:3]1[C:7]1[N:12]=[C:11]([NH:13][C:14]2[C:15]3[N:16]([CH:27]=[CH:28][N:29]=3)[N:17]=[C:18]([C:20]3[CH:21]=[C:22]([OH:26])[CH:23]=[CH:24][CH:25]=3)[CH:19]=2)[CH:10]=[CH:9][CH:8]=1.C([O-])([O-])=O.[K+].[K+].CS([O:40][CH2:41][CH2:42][N:43]1[CH2:48][CH2:47]C[CH2:45][CH2:44]1)(=O)=O.O. Product: [CH3:1][CH:2]1[CH2:6][CH2:5][CH2:4][N:3]1[C:7]1[N:12]=[C:11]([NH:13][C:14]2[C:15]3[N:16]([CH:27]=[CH:28][N:29]=3)[N:17]=[C:18]([C:20]3[CH:25]=[CH:24][CH:23]=[C:22]([O:26][CH2:45][CH2:44][N:43]4[CH2:42][CH2:41][O:40][CH2:47][CH2:48]4)[CH:21]=3)[CH:19]=2)[CH:10]=[CH:9][CH:8]=1. The catalyst class is: 3. (10) Reactant: [Cl:1][C:2]1[CH:7]=[CH:6][C:5]([C@@H:8]2[C@@:10]3([C:18]4[C:13](=[CH:14][CH:15]=[CH:16][CH:17]=4)[N:12]([C:19]4[CH:20]=[C:21]([CH:25]=[C:26]([N:28]5[CH2:32][CH2:31][O:30][C:29]5=[O:33])[CH:27]=4)[C:22]([O-:24])=[O:23])[C:11]3=[O:34])[CH2:9]2)=[CH:4][CH:3]=1.[OH-].[Li+]. Product: [Cl:1][C:2]1[CH:7]=[CH:6][C:5]([C@@H:8]2[C@@:10]3([C:18]4[C:13](=[CH:14][CH:15]=[CH:16][CH:17]=4)[N:12]([C:19]4[CH:20]=[C:21]([CH:25]=[C:26]([N:28]5[CH2:32][CH2:31][O:30][C:29]5=[O:33])[CH:27]=4)[C:22]([OH:24])=[O:23])[C:11]3=[O:34])[CH2:9]2)=[CH:4][CH:3]=1. The catalyst class is: 24.